Dataset: Forward reaction prediction with 1.9M reactions from USPTO patents (1976-2016). Task: Predict the product of the given reaction. The product is: [Cl:20][C:9]1[C:10]2[CH2:15][CH:14]([CH3:16])[CH2:13][C:11]=2[N:12]=[C:7]([C:5]2[S:6][C:2]([Cl:1])=[CH:3][CH:4]=2)[N:8]=1. Given the reactants [Cl:1][C:2]1[S:6][C:5]([C:7]2[N:8]=[C:9](O)[C:10]3[CH2:15][CH:14]([CH3:16])[CH2:13][C:11]=3[N:12]=2)=[CH:4][CH:3]=1.O=P(Cl)(Cl)[Cl:20], predict the reaction product.